This data is from Full USPTO retrosynthesis dataset with 1.9M reactions from patents (1976-2016). The task is: Predict the reactants needed to synthesize the given product. (1) Given the product [OH:30][C:26]1[CH:25]=[C:24]([CH2:23][C@H:9]([NH:8][C:6]([O:5][C:1]([CH3:4])([CH3:3])[CH3:2])=[O:7])[C:10]([O:12][C@H:13]([CH3:22])[C@H:14]([O:16][C:17](=[O:21])[CH:18]([CH3:19])[CH3:20])[CH3:15])=[O:11])[CH:33]=[CH:32][C:27]=1[OH:28], predict the reactants needed to synthesize it. The reactants are: [C:1]([O:5][C:6]([NH:8][C@@H:9]([CH2:23][C:24]1[CH:33]=[CH:32][C:27]2[O:28]C(=O)[O:30][C:26]=2[CH:25]=1)[C:10]([O:12][C@H:13]([CH3:22])[C@H:14]([O:16][C:17](=[O:21])[CH:18]([CH3:20])[CH3:19])[CH3:15])=[O:11])=[O:7])([CH3:4])([CH3:3])[CH3:2]. (2) Given the product [NH2:1][C:2]1[S:3][CH:4]=[C:5]2[C:6]([C:20]([N:54]3[CH2:55][CH2:56][C@@H:52]([F:51])[CH2:53]3)=[O:22])=[N:7][N:8]([C:12]3[CH:13]=[CH:14][C:15]([O:18][CH3:19])=[CH:16][CH:17]=3)[C:9](=[O:11])[C:10]=12, predict the reactants needed to synthesize it. The reactants are: [NH2:1][C:2]1[S:3][CH:4]=[C:5]2[C:10]=1[C:9](=[O:11])[N:8]([C:12]1[CH:17]=[CH:16][C:15]([O:18][CH3:19])=[CH:14][CH:13]=1)[N:7]=[C:6]2[C:20]([OH:22])=O.F[P-](F)(F)(F)(F)F.N1(O[P+](N(C)C)(N(C)C)N(C)C)C2C=CC=CC=2N=N1.[Cl-].[F:51][C@@H:52]1[CH2:56][CH2:55][NH2+:54][CH2:53]1.CCN(C(C)C)C(C)C. (3) Given the product [NH2:18][C:5]1[CH:4]=[CH:3][C:2]([Cl:1])=[CH:17][C:6]=1[C:7]([NH:9][C:10]1[CH:15]=[CH:14][C:13]([Cl:16])=[CH:12][N:11]=1)=[O:8], predict the reactants needed to synthesize it. The reactants are: [Cl:1][C:2]1[CH:3]=[CH:4][C:5]([N+:18]([O-])=O)=[C:6]([CH:17]=1)[C:7]([NH:9][C:10]1[CH:15]=[CH:14][C:13]([Cl:16])=[CH:12][N:11]=1)=[O:8].N. (4) Given the product [CH3:41][N:40]([CH3:42])[C:31]1([C:34]2[CH:35]=[CH:36][CH:37]=[CH:38][CH:39]=2)[CH2:32][CH2:33][CH:28]([CH2:27][NH:26][C:25]([N:15]2[CH2:16][CH2:17][CH:12]([C:6]3[C:5]4[C:9](=[CH:10][CH:11]=[C:3]([O:2][CH3:1])[CH:4]=4)[NH:8][CH:7]=3)[CH2:13][CH2:14]2)=[O:24])[CH2:29][CH2:30]1, predict the reactants needed to synthesize it. The reactants are: [CH3:1][O:2][C:3]1[CH:4]=[C:5]2[C:9](=[CH:10][CH:11]=1)[NH:8][CH:7]=[C:6]2[CH:12]1[CH2:17][CH2:16][NH:15][CH2:14][CH2:13]1.C1([O:24][C:25](=O)[NH:26][CH2:27][CH:28]2[CH2:33][CH2:32][C:31]([N:40]([CH3:42])[CH3:41])([C:34]3[CH:39]=[CH:38][CH:37]=[CH:36][CH:35]=3)[CH2:30][CH2:29]2)C=CC=CC=1. (5) Given the product [C:2]([O:6][C:7](=[O:10])[CH2:8][NH:9][C:26]1[CH:27]=[CH:28][C:23]([NH:22][C:21]([O:20][C:16]([CH3:18])([CH3:19])[CH3:17])=[O:33])=[CH:24][C:25]=1[N+:30]([O-:32])=[O:31])([CH3:5])([CH3:4])[CH3:3], predict the reactants needed to synthesize it. The reactants are: Cl.[C:2]([O:6][C:7](=[O:10])[CH2:8][NH2:9])([CH3:5])([CH3:4])[CH3:3].C([O-])(O)=O.[Na+].[C:16]([O:20][C:21](=[O:33])[NH:22][C:23]1[CH:28]=[CH:27][C:26](F)=[C:25]([N+:30]([O-:32])=[O:31])[CH:24]=1)([CH3:19])([CH3:18])[CH3:17]. (6) Given the product [C:32]([O:31][C:29]([NH:28][CH2:27][C:23]1[CH:22]=[C:21]([C:17]2[CH:18]=[CH:19][CH:20]=[C:15]([CH2:14][O:13][C:4]3[CH:3]=[C:2]([CH2:66][CH:67]4[CH2:63][CH2:68]4)[CH:7]=[CH:6][C:5]=3[CH2:8][C:9]([O:11][CH3:12])=[O:10])[CH:16]=2)[CH:26]=[CH:25][CH:24]=1)=[O:30])([CH3:35])([CH3:33])[CH3:34].[CH2:42]([C:2]1[CH:7]=[CH:6][C:5]([CH2:8][C:9]([O:11][CH3:12])=[O:10])=[C:4]([O:13][CH2:14][C:15]2[CH:16]=[C:17]([C:21]3[CH:26]=[CH:25][CH:24]=[C:23]([CH2:27][NH:28][C:29]([O:31][C:32]([CH3:33])([CH3:35])[CH3:34])=[O:30])[CH:22]=3)[CH:18]=[CH:19][CH:20]=2)[CH:3]=1)[CH2:41][CH:40]=[CH2:45], predict the reactants needed to synthesize it. The reactants are: Br[C:2]1[CH:7]=[CH:6][C:5]([CH2:8][C:9]([O:11][CH3:12])=[O:10])=[C:4]([O:13][CH2:14][C:15]2[CH:16]=[C:17]([C:21]3[CH:26]=[CH:25][CH:24]=[C:23]([CH2:27][NH:28][C:29]([O:31][C:32]([CH3:35])([CH3:34])[CH3:33])=[O:30])[CH:22]=3)[CH:18]=[CH:19][CH:20]=2)[CH:3]=1.CC(O[C:40]1[CH:45]=CC=[C:42](OC(C)C)[C:41]=1[C:40]1[C:45](P([CH:63]2[CH2:68][CH2:67][CH2:66]CC2)[CH:67]2[CH2:66]CC[CH2:63][CH2:68]2)=CC=[CH:42][CH:41]=1)C.C([O-])([O-])=O.[K+].[K+].C1(C)C=CC=CC=1. (7) Given the product [OH:12][C:3]1[C:2]([NH:1][C:19]2[C:20]([N+:26]([O-:28])=[O:27])=[CH:21][C:22]([N+:23]([O-:25])=[O:24])=[CH:14][C:15]=2[C:16]([OH:18])=[O:17])=[CH:11][C:10]2[C:5]([CH:4]=1)=[CH:6][CH:7]=[CH:8][CH:9]=2, predict the reactants needed to synthesize it. The reactants are: [NH2:1][C:2]1[C:3]([OH:12])=[CH:4][C:5]2[C:10]([CH:11]=1)=[CH:9][CH:8]=[CH:7][CH:6]=2.Cl[C:14]1[C:22]([N+:23]([O-:25])=[O:24])=[CH:21][C:20]([N+:26]([O-:28])=[O:27])=[CH:19][C:15]=1[C:16]([OH:18])=[O:17].C([O-])(=O)C.[Na+].[OH-].[Na+]. (8) Given the product [CH2:18]([O:20][CH:21]([N:12]1[C:13]([NH2:14])=[C:9]([C:8]#[C:7][C:1]2[CH:2]=[CH:3][CH:4]=[CH:5][CH:6]=2)[CH:10]=[N:11]1)[CH3:22])[CH3:19], predict the reactants needed to synthesize it. The reactants are: [C:1]1([C:7]#[C:8][C:9]2[CH:10]=[N:11][NH:12][C:13]=2[NH:14]C(=O)C)[CH:6]=[CH:5][CH:4]=[CH:3][CH:2]=1.[CH2:18]([O:20][CH:21]=[CH2:22])[CH3:19].